From a dataset of Retrosynthesis with 50K atom-mapped reactions and 10 reaction types from USPTO. Predict the reactants needed to synthesize the given product. (1) Given the product CC(C)(C)c1cc(NC(=O)Nc2cccc(Oc3ncnc4cc(OCc5ccccc5)ccc34)c2)no1, predict the reactants needed to synthesize it. The reactants are: CC(C)(C)c1cc(NC(=O)Nc2cccc(O)c2)no1.Clc1ncnc2cc(OCc3ccccc3)ccc12. (2) Given the product CCCCCCCCCC, predict the reactants needed to synthesize it. The reactants are: CCCCCCCCCCO. (3) Given the product Cc1nc(N)c2cnn(-c3ccccc3F)c2n1, predict the reactants needed to synthesize it. The reactants are: Cc1nc(N)c2cn[nH]c2n1.Fc1ccccc1I. (4) Given the product COc1cccc(NC(=O)c2ccc(F)c([N+](=O)[O-])c2)c1, predict the reactants needed to synthesize it. The reactants are: COc1cccc(N)c1.O=C(O)c1ccc(F)c([N+](=O)[O-])c1. (5) Given the product CC(=O)n1c2ccccc2c2cc(-c3cccc(Br)c3)ccc21, predict the reactants needed to synthesize it. The reactants are: Brc1cccc(Br)c1.CC(=O)n1c2ccccc2c2cc(B3OC(C)(C)C(C)(C)O3)ccc21. (6) Given the product CN(C)C1CCc2[nH]c3ccc(NC(=O)Cc4ccccc4)cc3c2C1, predict the reactants needed to synthesize it. The reactants are: CN(C)C1CCc2[nH]c3ccc(N)cc3c2C1.O=C(Cl)Cc1ccccc1. (7) Given the product O=C(Nc1cnccc1O)c1ccc([N+](=O)[O-])s1, predict the reactants needed to synthesize it. The reactants are: Nc1cnccc1O.O=C(O)c1ccc([N+](=O)[O-])s1. (8) Given the product Cc1cccc(C#CC2=NOC3(CCNC3)C2)n1, predict the reactants needed to synthesize it. The reactants are: Cc1cccc(C#CC2=NOC3(CCN(C(=O)OC(C)(C)C)C3)C2)n1. (9) The reactants are: COC(=O)Cc1ccccc1S(N)(=O)=O.O=C=Nc1nc(Cl)cc(Cl)n1. Given the product COC(=O)Cc1ccccc1S(=O)(=O)NC(=O)Nc1nc(Cl)cc(Cl)n1, predict the reactants needed to synthesize it. (10) Given the product CCOC(=O)c1c(NC(=O)Cc2ccccc2)cc(Cl)n1-c1ccc(CC)cc1, predict the reactants needed to synthesize it. The reactants are: CCOC(=O)c1c(N)cc(Cl)n1-c1ccc(CC)cc1.O=C(Cl)Cc1ccccc1.